This data is from Forward reaction prediction with 1.9M reactions from USPTO patents (1976-2016). The task is: Predict the product of the given reaction. Given the reactants [Br:1][C:2]1[CH:3]=[C:4]([C:12]([OH:14])=O)[C:5]2[C:10]([CH:11]=1)=[CH:9][CH:8]=[CH:7][CH:6]=2.F[P-](F)(F)(F)(F)F.[N:22]1([O:31][C:32](N(C)C)=[N+](C)C)[C:26]2N=CC=CC=2N=N1.CCN(C(C)C)C(C)C.Cl.CNOC, predict the reaction product. The product is: [Br:1][C:2]1[CH:3]=[C:4]([C:12]([N:22]([CH3:26])[O:31][CH3:32])=[O:14])[C:5]2[C:10]([CH:11]=1)=[CH:9][CH:8]=[CH:7][CH:6]=2.